Task: Predict the reactants needed to synthesize the given product.. Dataset: Full USPTO retrosynthesis dataset with 1.9M reactions from patents (1976-2016) Given the product [CH2:1]([C:6]1[CH2:5][CH:4]2[CH:3]([CH:2]=1)[C:26](=[CH:16][C:17]([O:19][C:20]([CH3:23])([CH3:22])[CH3:21])=[O:18])[CH2:25]2)[CH3:7], predict the reactants needed to synthesize it. The reactants are: [C:1]1([CH3:7])[CH:6]=[CH:5][CH:4]=[CH:3][CH:2]=1.[H-].[Na+].COP([CH2:16][C:17]([O:19][C:20]([CH3:23])([CH3:22])[CH3:21])=[O:18])(OC)=O.O1CC[CH2:26][CH2:25]1.